From a dataset of Full USPTO retrosynthesis dataset with 1.9M reactions from patents (1976-2016). Predict the reactants needed to synthesize the given product. (1) Given the product [CH2:1]([C:5]1[O:6][C:7]2[CH:22]=[CH:21][C:20]([N+:23]([O-:25])=[O:24])=[CH:19][C:8]=2[C:9]=1[C:10]([C:12]1[CH:13]=[CH:14][C:15]([O:18][CH2:28][CH:30]2[CH2:31][O:32]2)=[CH:16][CH:17]=1)=[O:11])[CH2:2][CH2:3][CH3:4], predict the reactants needed to synthesize it. The reactants are: [CH2:1]([C:5]1[O:6][C:7]2[CH:22]=[CH:21][C:20]([N+:23]([O-:25])=[O:24])=[CH:19][C:8]=2[C:9]=1[C:10]([C:12]1[CH:17]=[CH:16][C:15]([OH:18])=[CH:14][CH:13]=1)=[O:11])[CH2:2][CH2:3][CH3:4].[OH-].[Na+].[CH2:28]([CH:30]1[O:32][CH2:31]1)Br. (2) Given the product [F:1][C:2]1[CH:3]=[CH:4][C:5]([CH2:6][CH:7]2[CH2:8][CH2:9][N:10]([C:13](=[O:17])[C:14]([NH:35][C:30]3[CH:29]=[CH:34][C:33]4[NH:52][C:53](=[O:54])[O:57][C:32]=4[CH:31]=3)=[O:16])[CH2:11][CH2:12]2)=[CH:18][CH:19]=1, predict the reactants needed to synthesize it. The reactants are: [F:1][C:2]1[CH:19]=[CH:18][C:5]([CH2:6][CH:7]2[CH2:12][CH2:11][N:10]([C:13](=[O:17])[C:14]([OH:16])=O)[CH2:9][CH2:8]2)=[CH:4][CH:3]=1.CN(C(ON1N=[N:35][C:30]2[CH:31]=[CH:32][CH:33]=[CH:34][C:29]1=2)=[N+](C)C)C.F[P-](F)(F)(F)(F)F.C(N(CC)CC)C.C[N:52](C)[CH:53]=[O:54].C([O-])(O)=[O:57].[Na+]. (3) Given the product [CH3:18][O:17][C:4]1[CH:3]=[C:2]([B:19]2[O:23][C:22]([CH3:25])([CH3:24])[C:21]([CH3:27])([CH3:26])[O:20]2)[CH:7]=[CH:6][C:5]=1[C:8]([N:10]1[CH2:15][CH2:14][N:13]([CH3:16])[CH2:12][CH2:11]1)=[O:9], predict the reactants needed to synthesize it. The reactants are: Br[C:2]1[CH:7]=[CH:6][C:5]([C:8]([N:10]2[CH2:15][CH2:14][N:13]([CH3:16])[CH2:12][CH2:11]2)=[O:9])=[C:4]([O:17][CH3:18])[CH:3]=1.[B:19]1([B:19]2[O:23][C:22]([CH3:25])([CH3:24])[C:21]([CH3:27])([CH3:26])[O:20]2)[O:23][C:22]([CH3:25])([CH3:24])[C:21]([CH3:27])([CH3:26])[O:20]1.CC([O-])=O.[K+]. (4) Given the product [OH:30][CH:29]([C:25]1[CH:24]=[C:23]2[C:28](=[CH:27][CH:26]=1)[C:18]1[S:17][C:16]([C:10]3[O:9][N:8]=[C:7]([C:1]4[CH:6]=[CH:5][CH:4]=[CH:3][CH:2]=4)[C:11]=3[C:12]([F:15])([F:14])[F:13])=[N:20][C:19]=1[CH2:21][CH2:22]2)[C:35]#[N:36], predict the reactants needed to synthesize it. The reactants are: [C:1]1([C:7]2[C:11]([C:12]([F:15])([F:14])[F:13])=[C:10]([C:16]3[S:17][C:18]4[C:28]5[C:23](=[CH:24][C:25]([CH:29]=[O:30])=[CH:26][CH:27]=5)[CH2:22][CH2:21][C:19]=4[N:20]=3)[O:9][N:8]=2)[CH:6]=[CH:5][CH:4]=[CH:3][CH:2]=1.C[Si]([C:35]#[N:36])(C)C.Cl. (5) Given the product [NH:15]1[CH2:16][CH:17]=[C:18]([C:21]2[CH:22]=[CH:23][C:24]([NH:27][C:28]([C:30]3[C:31]([C:36]4[CH:37]=[CH:38][C:39]([C:42]([F:43])([F:44])[F:45])=[CH:40][CH:41]=4)=[CH:32][CH:33]=[CH:34][CH:35]=3)=[O:29])=[CH:25][CH:26]=2)[CH2:19][CH2:20]1, predict the reactants needed to synthesize it. The reactants are: ClC(OC(Cl)C)=O.C1(C[N:15]2[CH2:20][CH:19]=[C:18]([C:21]3[CH:26]=[CH:25][C:24]([NH:27][C:28]([C:30]4[C:31]([C:36]5[CH:41]=[CH:40][C:39]([C:42]([F:45])([F:44])[F:43])=[CH:38][CH:37]=5)=[CH:32][CH:33]=[CH:34][CH:35]=4)=[O:29])=[CH:23][CH:22]=3)[CH2:17][CH2:16]2)C=CC=CC=1. (6) Given the product [ClH:29].[ClH:29].[CH:1]1([CH2:4][O:5][C@H:6]2[CH2:7][CH2:8][C@H:9]([N:12]3[CH2:17][CH2:16][CH:15]([NH2:18])[CH2:14][CH2:13]3)[CH2:10][CH2:11]2)[CH2:2][CH2:3]1, predict the reactants needed to synthesize it. The reactants are: [CH:1]1([CH2:4][O:5][C@H:6]2[CH2:11][CH2:10][C@H:9]([N:12]3[CH2:17][CH2:16][CH:15]([NH:18]C(=O)OC(C)(C)C)[CH2:14][CH2:13]3)[CH2:8][CH2:7]2)[CH2:3][CH2:2]1.C(O)C.[ClH:29].